This data is from Reaction yield outcomes from USPTO patents with 853,638 reactions. The task is: Predict the reaction yield, written as a fraction of the theoretical maximum amount of product (1.0 means a 100% yield; for example, 0.34 means a 34% yield). (1) The reactants are Br[C:2]1[CH:3]=[C:4]([S:8]([N:11]2[C:15]([C:16]3[CH:21]=[CH:20][CH:19]=[CH:18][CH:17]=3)=[CH:14][C:13]([CH2:22][N:23]([CH3:31])C(=O)OC(C)(C)C)=[CH:12]2)(=[O:10])=[O:9])[CH:5]=[N:6][CH:7]=1.[CH3:32]B(O)O.C(=O)([O-])[O-].[K+].[K+].C(=O)([O-])O.[Na+].C(OCC)(=O)C.[ClH:53]. The catalyst is C(O)C.C1C=CC([P]([Pd]([P](C2C=CC=CC=2)(C2C=CC=CC=2)C2C=CC=CC=2)([P](C2C=CC=CC=2)(C2C=CC=CC=2)C2C=CC=CC=2)[P](C2C=CC=CC=2)(C2C=CC=CC=2)C2C=CC=CC=2)(C2C=CC=CC=2)C2C=CC=CC=2)=CC=1.O1CCOCC1. The product is [ClH:53].[ClH:53].[CH3:31][NH:23][CH2:22][C:13]1[CH:14]=[C:15]([C:16]2[CH:21]=[CH:20][CH:19]=[CH:18][CH:17]=2)[N:11]([S:8]([C:4]2[CH:5]=[N:6][CH:7]=[C:2]([CH3:32])[CH:3]=2)(=[O:9])=[O:10])[CH:12]=1. The yield is 0.390. (2) The reactants are [CH3:1][C:2]1[CH:3]=[N:4][CH:5]=[C:6]([CH:10]=1)[C:7](O)=[O:8].O=S(Cl)Cl.Cl.[CH3:16][NH:17][O:18][CH3:19].C(N(CC)CC)C. The catalyst is ClCCl. The product is [CH3:19][O:18][N:17]([CH3:16])[C:7](=[O:8])[C:6]1[CH:10]=[C:2]([CH3:1])[CH:3]=[N:4][CH:5]=1. The yield is 0.710. (3) The reactants are C(OC([N:8]1[CH2:12][CH2:11][CH2:10][CH:9]1C(O)=O)=O)(C)(C)C.CO[C:18](=[O:27])[C:19]1[CH:24]=[CH:23][C:22]([Cl:25])=[CH:21][C:20]=1[NH2:26].C1CN([P+](Br)(N2CCCC2)N2CCCC2)CC1.F[P-](F)(F)(F)(F)F.C([N:55]([CH:58]([CH3:60])C)[CH2:56]C)(C)C.C(OC(N1[CH2:72][CH2:71][CH2:70][CH:69]1[C:73](=O)NC1C=C(Cl)C=CC=1C(OC)=O)=O)(C)(C)C. The catalyst is N1C=CC=CC=1. The product is [CH2:58]([N:55]1[C:18](=[O:27])[C:19]2[C:20](=[CH:21][C:22]([Cl:25])=[CH:23][CH:24]=2)[N:26]([CH:9]2[CH2:10][CH2:11][CH2:12][NH:8]2)[CH2:56]1)[C:60]1[CH:72]=[CH:71][CH:70]=[CH:69][CH:73]=1. The yield is 0.870. (4) The catalyst is O1CCCC1.CN(C1C=CN=CC=1)C. The product is [C:1]([O:5][C:6]([N:8]([C:24]([O:23][C:20]([CH3:22])([CH3:21])[CH3:19])=[O:25])[C@:9]1([C:14]([O:16][CH2:17][CH3:18])=[O:15])[CH2:11][C@H:10]1[CH:12]=[CH2:13])=[O:7])([CH3:4])([CH3:2])[CH3:3]. The yield is 0.950. The reactants are [C:1]([O:5][C:6]([NH:8][C@:9]1([C:14]([O:16][CH2:17][CH3:18])=[O:15])[CH2:11][C@H:10]1[CH:12]=[CH2:13])=[O:7])([CH3:4])([CH3:3])[CH3:2].[CH3:19][C:20]([O:23][C:24](O[C:24]([O:23][C:20]([CH3:22])([CH3:21])[CH3:19])=[O:25])=[O:25])([CH3:22])[CH3:21].